Dataset: Full USPTO retrosynthesis dataset with 1.9M reactions from patents (1976-2016). Task: Predict the reactants needed to synthesize the given product. Given the product [I:1][C:2]1[CH:6]=[C:5]([CH:7]2[CH2:12][CH2:11][N:10]([C:20](=[O:22])[CH3:21])[CH2:9][CH2:8]2)[N:4]([CH3:13])[N:3]=1, predict the reactants needed to synthesize it. The reactants are: [I:1][C:2]1[CH:6]=[C:5]([CH:7]2[CH2:12][CH2:11][NH:10][CH2:9][CH2:8]2)[N:4]([CH3:13])[N:3]=1.N1C=CC=CC=1.[C:20](Cl)(=[O:22])[CH3:21].